Task: Regression. Given a peptide amino acid sequence and an MHC pseudo amino acid sequence, predict their binding affinity value. This is MHC class II binding data.. Dataset: Peptide-MHC class II binding affinity with 134,281 pairs from IEDB (1) The peptide sequence is GVAQGGVFHTMWHVT. The MHC is DRB1_0701 with pseudo-sequence DRB1_0701. The binding affinity (normalized) is 0.518. (2) The peptide sequence is AARVTQILSSLTITQLLKRLHQWI. The MHC is DRB1_0301 with pseudo-sequence DRB1_0301. The binding affinity (normalized) is 0. (3) The peptide sequence is SQDLELSWNLNGCQAY. The MHC is DRB1_0802 with pseudo-sequence DRB1_0802. The binding affinity (normalized) is 0.286. (4) The peptide sequence is INRQILDNAAKYV. The MHC is HLA-DPA10201-DPB10501 with pseudo-sequence HLA-DPA10201-DPB10501. The binding affinity (normalized) is 0. (5) The peptide sequence is FAVVDLNKMRAVWVD. The MHC is DRB1_0401 with pseudo-sequence DRB1_0401. The binding affinity (normalized) is 0.381. (6) The peptide sequence is YRVNRYTKSAHQKGE. The MHC is DRB3_0101 with pseudo-sequence DRB3_0101. The binding affinity (normalized) is 0.399. (7) The MHC is DRB1_0402 with pseudo-sequence DRB1_0402. The peptide sequence is EICDFLRGATVHRILG. The binding affinity (normalized) is 0.426. (8) The peptide sequence is SKLKAEATTDGLGWY. The MHC is HLA-DPA10103-DPB10301 with pseudo-sequence HLA-DPA10103-DPB10301. The binding affinity (normalized) is 0. (9) The peptide sequence is LDAAYSVAYKAAVGA. The MHC is DRB1_0701 with pseudo-sequence DRB1_0701. The binding affinity (normalized) is 0.556.